From a dataset of Catalyst prediction with 721,799 reactions and 888 catalyst types from USPTO. Predict which catalyst facilitates the given reaction. (1) Reactant: [Cl:1][C:2]1[C:7]([Cl:8])=[C:6]([S:9](=[O:18])(=[O:17])[NH:10][C@@H:11]([CH3:16])[C:12]([F:15])([F:14])[F:13])[CH:5]=[CH:4][C:3]=1[C:19]1[S:23][C:22]([C:24]2[O:25][C:26]([CH2:29][C:30]([OH:33])([CH3:32])[CH3:31])=[N:27][N:28]=2)=[N:21][C:20]=1[C:34](O)=[O:35].Cl.[F:38][C:39]1([F:45])[CH2:44][CH2:43][NH:42][CH2:41][CH2:40]1.CN(C(ON1N=NC2C=CC=NC1=2)=[N+](C)C)C.F[P-](F)(F)(F)(F)F.CC#N. Product: [Cl:8][C:7]1[C:2]([Cl:1])=[C:3]([C:19]2[S:23][C:22]([C:24]3[O:25][C:26]([CH2:29][C:30]([OH:33])([CH3:31])[CH3:32])=[N:27][N:28]=3)=[N:21][C:20]=2[C:34]([N:42]2[CH2:43][CH2:44][C:39]([F:45])([F:38])[CH2:40][CH2:41]2)=[O:35])[CH:4]=[CH:5][C:6]=1[S:9]([NH:10][C@@H:11]([CH3:16])[C:12]([F:13])([F:15])[F:14])(=[O:17])=[O:18]. The catalyst class is: 6. (2) Reactant: [F:1][C:2]1[C:3]([C:33]([F:36])([F:35])[F:34])=[C:4]([CH:9]2[CH2:14][CH2:13][N:12]([C:15]([C:17]3[C:25]4[CH2:24][CH2:23][N:22](C(OC(C)(C)C)=O)[CH2:21][C:20]=4[NH:19][N:18]=3)=[O:16])[CH2:11][CH2:10]2)[CH:5]=[C:6]([F:8])[CH:7]=1.[ClH:37]. Product: [ClH:37].[F:1][C:2]1[C:3]([C:33]([F:35])([F:34])[F:36])=[C:4]([CH:9]2[CH2:10][CH2:11][N:12]([C:15]([C:17]3[C:25]4[CH2:24][CH2:23][NH:22][CH2:21][C:20]=4[NH:19][N:18]=3)=[O:16])[CH2:13][CH2:14]2)[CH:5]=[C:6]([F:8])[CH:7]=1. The catalyst class is: 158. (3) Reactant: [C:1]([O:5][C:6]([N:8]1[C:16]2[C:11](=[CH:12][CH:13]=[CH:14][CH:15]=2)[CH:10]=[C:9]1[C:17]1[C:18](=[O:32])[N:19]([CH2:24]OCC[Si](C)(C)C)[CH:20]=[C:21]([NH2:23])[CH:22]=1)=[O:7])([CH3:4])([CH3:3])[CH3:2].C(N(CC)CC)C.[C:40]1([C@@H:46]([N:48]2[CH:52]=[C:51]([C:53](Cl)=[O:54])[CH:50]=[N:49]2)[CH3:47])[CH:45]=[CH:44][CH:43]=[CH:42][CH:41]=1. Product: [C:1]([O:5][C:6]([N:8]1[C:16]2[C:15](=[CH:14][CH:13]=[CH:12][CH:11]=2)[CH:10]=[C:9]1[C:17]1[C:18](=[O:32])[N:19]([CH3:24])[CH:20]=[C:21]([NH:23][C:53]([C:51]2[CH:50]=[N:49][N:48]([C@H:46]([C:40]3[CH:45]=[CH:44][CH:43]=[CH:42][CH:41]=3)[CH3:47])[CH:52]=2)=[O:54])[CH:22]=1)=[O:7])([CH3:4])([CH3:2])[CH3:3]. The catalyst class is: 4. (4) Reactant: [CH3:1][O:2][C:3](=[O:25])[C:4]1[CH:9]=[CH:8][C:7]([CH:10]=[C:11]([C:23]#[N:24])[C:12]2[CH:17]=[CH:16][C:15]([O:18][C:19]([F:22])([F:21])[F:20])=[CH:14][CH:13]=2)=[CH:6][CH:5]=1.[BH4-]. Product: [CH3:1][O:2][C:3](=[O:25])[C:4]1[CH:9]=[CH:8][C:7]([CH2:10][CH:11]([C:23]#[N:24])[C:12]2[CH:17]=[CH:16][C:15]([O:18][C:19]([F:20])([F:22])[F:21])=[CH:14][CH:13]=2)=[CH:6][CH:5]=1. The catalyst class is: 1. (5) Reactant: C(N[CH:5]([CH3:7])[CH3:6])(C)C.[Li]CCCC.[CH2:13]([C:19]1[CH:23]=[CH:22][S:21][CH:20]=1)[CH2:14][CH2:15][CH2:16][CH2:17][CH3:18].[CH3:24][O:25][B:26](OC)[O:27][CH3:28].OCC(C)(CO)C. Product: [CH2:13]([C:19]1[CH:23]=[C:22]([B:26]2[O:27][CH2:28][C:5]([CH3:6])([CH3:7])[CH2:24][O:25]2)[S:21][CH:20]=1)[CH2:14][CH2:15][CH2:16][CH2:17][CH3:18]. The catalyst class is: 1.